This data is from Reaction yield outcomes from USPTO patents with 853,638 reactions. The task is: Predict the reaction yield, written as a fraction of the theoretical maximum amount of product (1.0 means a 100% yield; for example, 0.34 means a 34% yield). (1) The reactants are C(Cl)(=O)C(Cl)=O.[F:7][CH2:8][C:9]1[O:13][N:12]=[C:11]([C:14]([OH:16])=O)[CH:10]=1.CN(C=O)C.[N-:22]=[N+:23]=[N-:24].[Na+]. The catalyst is C(Cl)Cl. The product is [F:7][CH2:8][C:9]1[O:13][N:12]=[C:11]([C:14]([N:22]=[N+:23]=[N-:24])=[O:16])[CH:10]=1. The yield is 0.510. (2) The catalyst is CN(C=O)C. The reactants are [CH:1]1([NH:4][C:5](=[O:10])[CH2:6][NH2+:7][CH2:8][CH3:9])[CH2:3][CH2:2]1.[Cl-].[O:12]1[CH2:17][CH2:16][CH:15]([CH:18]2[CH2:30][C:29]3[C:28]4[C:23](=[CH:24][CH:25]=[C:26]([C:31](O)=[O:32])[CH:27]=4)[NH:22][C:21]=3[CH2:20][CH2:19]2)[CH2:14][CH2:13]1.CCN(C(C)C)C(C)C.CN(C(ON1N=NC2C=CC=NC1=2)=[N+](C)C)C.F[P-](F)(F)(F)(F)F. The yield is 0.204. The product is [CH:1]1([NH:4][C:5](=[O:10])[CH2:6][N:7]([CH2:8][CH3:9])[C:31]([C:26]2[CH:27]=[C:28]3[C:23](=[CH:24][CH:25]=2)[NH:22][C:21]2[CH2:29][CH2:30][CH:18]([CH:15]4[CH2:14][CH2:13][O:12][CH2:17][CH2:16]4)[CH2:19][C:20]3=2)=[O:32])[CH2:3][CH2:2]1. (3) The reactants are Br[C:2]1[CH:14]=[CH:13][CH:12]=[CH:11][C:3]=1[C:4]([O:6][C:7]([CH3:10])([CH3:9])[CH3:8])=[O:5].[CH3:15][C:16]1[CH:21]=[CH:20][C:19](B(O)O)=[CH:18][CH:17]=1.C(=O)([O-])[O-].[Na+].[Na+]. The catalyst is C1C=CC([P]([Pd]([P](C2C=CC=CC=2)(C2C=CC=CC=2)C2C=CC=CC=2)([P](C2C=CC=CC=2)(C2C=CC=CC=2)C2C=CC=CC=2)[P](C2C=CC=CC=2)(C2C=CC=CC=2)C2C=CC=CC=2)(C2C=CC=CC=2)C2C=CC=CC=2)=CC=1.C(O)(C)C. The product is [CH3:15][C:16]1[CH:21]=[CH:20][C:19]([C:2]2[C:3]([C:4]([O:6][C:7]([CH3:10])([CH3:9])[CH3:8])=[O:5])=[CH:11][CH:12]=[CH:13][CH:14]=2)=[CH:18][CH:17]=1. The yield is 0.650. (4) The reactants are [Br:1][C:2]1[CH:3]=[C:4]([CH:11]=[C:12]([Br:14])[CH:13]=1)[O:5][CH2:6][CH2:7][CH2:8][CH2:9][NH2:10].[C:15](O[C:15]([O:17][C:18]([CH3:21])([CH3:20])[CH3:19])=[O:16])([O:17][C:18]([CH3:21])([CH3:20])[CH3:19])=[O:16]. The catalyst is C1COCC1. The product is [Br:1][C:2]1[CH:3]=[C:4]([CH:11]=[C:12]([Br:14])[CH:13]=1)[O:5][CH2:6][CH2:7][CH2:8][CH2:9][NH:10][C:15](=[O:16])[O:17][C:18]([CH3:21])([CH3:20])[CH3:19]. The yield is 0.590. (5) The reactants are S(=O)(=O)(O)O.[CH3:6][S:7]([O:10][C:11]1[CH:16]=[CH:15][C:14]([NH:17][C:18](=[O:23])[C:19](C)(C)C)=[C:13]([CH3:24])[C:12]=1[O:25][CH3:26])(=[O:9])=[O:8].[OH-].[Na+].N1C=CC=CC=1.C(OC(=O)C)(=O)C. The catalyst is C(O)CCC.C(OCC)(=O)C. The product is [CH3:6][S:7]([O:10][C:11]1[CH:16]=[CH:15][C:14]([NH:17][C:18](=[O:23])[CH3:19])=[C:13]([CH3:24])[C:12]=1[O:25][CH3:26])(=[O:9])=[O:8]. The yield is 0.790. (6) The reactants are I[C:2]1[C:3]([CH3:11])=[N:4][N:5]2[CH:10]=[CH:9][CH:8]=[CH:7][C:6]=12.C([Mg]Cl)(C)C.[Li+].[Cl-].[Cl:19][C:20]1[C:25]([F:26])=[C:24]([Cl:27])[N:23]=[C:22](S(C)(=O)=O)[N:21]=1. The catalyst is C1COCC1. The product is [Cl:19][C:20]1[C:25]([F:26])=[C:24]([Cl:27])[N:23]=[C:22]([C:2]2[C:3]([CH3:11])=[N:4][N:5]3[CH:10]=[CH:9][CH:8]=[CH:7][C:6]=23)[N:21]=1. The yield is 0.680.